This data is from Full USPTO retrosynthesis dataset with 1.9M reactions from patents (1976-2016). The task is: Predict the reactants needed to synthesize the given product. Given the product [CH3:1][C:2]1[C:11]([CH2:12][C:13]2[CH:14]=[CH:15][C:16]([C:19]3[CH:24]=[CH:23][N:22]=[C:21]([CH3:25])[CH:20]=3)=[N:17][CH:18]=2)=[CH:10][C:5]([C:6]([O:8][CH3:9])=[O:7])=[C:4]([CH:34]=[CH2:35])[CH:3]=1, predict the reactants needed to synthesize it. The reactants are: [CH3:1][C:2]1[C:11]([CH2:12][C:13]2[CH:14]=[CH:15][C:16]([C:19]3[CH:24]=[CH:23][N:22]=[C:21]([CH3:25])[CH:20]=3)=[N:17][CH:18]=2)=[CH:10][C:5]([C:6]([O:8][CH3:9])=[O:7])=[C:4](OS(C(F)(F)F)(=O)=O)[CH:3]=1.[CH2:34](C([Sn])=C(CCCC)CCCC)[CH2:35]CC.[Cl-].[Li+].[F-].[K+].